From a dataset of NCI-60 drug combinations with 297,098 pairs across 59 cell lines. Regression. Given two drug SMILES strings and cell line genomic features, predict the synergy score measuring deviation from expected non-interaction effect. (1) Drug 2: C1CN(P(=O)(OC1)NCCCl)CCCl. Synergy scores: CSS=2.77, Synergy_ZIP=-10.2, Synergy_Bliss=-11.3, Synergy_Loewe=-44.9, Synergy_HSA=-11.9. Drug 1: CC1C(C(CC(O1)OC2CC(CC3=C2C(=C4C(=C3O)C(=O)C5=C(C4=O)C(=CC=C5)OC)O)(C(=O)C)O)N)O.Cl. Cell line: RPMI-8226. (2) Drug 1: CC1CCC2CC(C(=CC=CC=CC(CC(C(=O)C(C(C(=CC(C(=O)CC(OC(=O)C3CCCCN3C(=O)C(=O)C1(O2)O)C(C)CC4CCC(C(C4)OC)OCCO)C)C)O)OC)C)C)C)OC. Drug 2: C#CCC(CC1=CN=C2C(=N1)C(=NC(=N2)N)N)C3=CC=C(C=C3)C(=O)NC(CCC(=O)O)C(=O)O. Cell line: MALME-3M. Synergy scores: CSS=16.6, Synergy_ZIP=-4.14, Synergy_Bliss=-1.90, Synergy_Loewe=0.0662, Synergy_HSA=0.437. (3) Drug 2: C1CC(C1)(C(=O)O)C(=O)O.[NH2-].[NH2-].[Pt+2]. Drug 1: COC1=CC(=CC(=C1O)OC)C2C3C(COC3=O)C(C4=CC5=C(C=C24)OCO5)OC6C(C(C7C(O6)COC(O7)C8=CC=CS8)O)O. Synergy scores: CSS=25.4, Synergy_ZIP=-13.9, Synergy_Bliss=-2.37, Synergy_Loewe=-15.1, Synergy_HSA=1.23. Cell line: A498. (4) Drug 1: CC(CN1CC(=O)NC(=O)C1)N2CC(=O)NC(=O)C2. Drug 2: CC1C(C(CC(O1)OC2CC(CC3=C2C(=C4C(=C3O)C(=O)C5=C(C4=O)C(=CC=C5)OC)O)(C(=O)CO)O)N)O.Cl. Cell line: TK-10. Synergy scores: CSS=55.4, Synergy_ZIP=8.03, Synergy_Bliss=9.15, Synergy_Loewe=6.59, Synergy_HSA=11.9. (5) Drug 2: C1CN(P(=O)(OC1)NCCCl)CCCl. Cell line: SK-MEL-2. Drug 1: C1CNP(=O)(OC1)N(CCCl)CCCl. Synergy scores: CSS=4.58, Synergy_ZIP=3.02, Synergy_Bliss=14.0, Synergy_Loewe=4.00, Synergy_HSA=5.60.